Dataset: CYP2C19 inhibition data for predicting drug metabolism from PubChem BioAssay. Task: Regression/Classification. Given a drug SMILES string, predict its absorption, distribution, metabolism, or excretion properties. Task type varies by dataset: regression for continuous measurements (e.g., permeability, clearance, half-life) or binary classification for categorical outcomes (e.g., BBB penetration, CYP inhibition). Dataset: cyp2c19_veith. (1) The drug is CC(=O)OC[C@@H]1O[C@H](CCO/N=C(\C)CCN2CCCCc3nc(C)c(C)cc32)C=C[C@@H]1OC(C)=O. The result is 0 (non-inhibitor). (2) The compound is CCCC1CCC2(C)C3=C(CCC3)CC[N+]2(C)C1.[I-]. The result is 0 (non-inhibitor). (3) The molecule is COc1cc(=O)n(C)c2c(OC[C@@H](O)C(C)(C)O)cccc12. The result is 0 (non-inhibitor).